Dataset: hERG potassium channel inhibition data for cardiac toxicity prediction from Karim et al.. Task: Regression/Classification. Given a drug SMILES string, predict its toxicity properties. Task type varies by dataset: regression for continuous values (e.g., LD50, hERG inhibition percentage) or binary classification for toxic/non-toxic outcomes (e.g., AMES mutagenicity, cardiotoxicity, hepatotoxicity). Dataset: herg_karim. (1) The molecule is CN1C[C@@H]2C[C@H]1CN2c1ncc(-c2ccc3sccc3c2)cn1. The result is 1 (blocker). (2) The drug is CCN1C[C@H]2C[C@@H](N(Cc3ccc(F)c(C(F)(F)F)c3)C(=O)c3cn(C)cn3)C[C@H]2C1. The result is 1 (blocker). (3) The compound is N=C(N)SCCc1ccc(OCc2ccc([N+](=O)[O-])cc2)cc1. The result is 1 (blocker). (4) The molecule is O=C(Nc1ccc(-c2nnc(NCCCN3C[C@@H]4CC[C@H]3C4)o2)cc1)c1ccccc1F. The result is 1 (blocker). (5) The drug is O=c1cc(NC2CCN(Cc3ccc4ccccc4c3)CC2)c2cc(Cl)ccc2n1Cc1ccccn1. The result is 1 (blocker).